From a dataset of NCI-60 drug combinations with 297,098 pairs across 59 cell lines. Regression. Given two drug SMILES strings and cell line genomic features, predict the synergy score measuring deviation from expected non-interaction effect. (1) Drug 1: CCC1=CC2CC(C3=C(CN(C2)C1)C4=CC=CC=C4N3)(C5=C(C=C6C(=C5)C78CCN9C7C(C=CC9)(C(C(C8N6C)(C(=O)OC)O)OC(=O)C)CC)OC)C(=O)OC.C(C(C(=O)O)O)(C(=O)O)O. Drug 2: CC1=C(C(=CC=C1)Cl)NC(=O)C2=CN=C(S2)NC3=CC(=NC(=N3)C)N4CCN(CC4)CCO. Cell line: OVCAR-5. Synergy scores: CSS=43.2, Synergy_ZIP=-0.0207, Synergy_Bliss=4.20, Synergy_Loewe=1.24, Synergy_HSA=2.51. (2) Drug 1: C1CC(=O)NC(=O)C1N2CC3=C(C2=O)C=CC=C3N. Drug 2: CC1=C(N=C(N=C1N)C(CC(=O)N)NCC(C(=O)N)N)C(=O)NC(C(C2=CN=CN2)OC3C(C(C(C(O3)CO)O)O)OC4C(C(C(C(O4)CO)O)OC(=O)N)O)C(=O)NC(C)C(C(C)C(=O)NC(C(C)O)C(=O)NCCC5=NC(=CS5)C6=NC(=CS6)C(=O)NCCC[S+](C)C)O. Cell line: MDA-MB-435. Synergy scores: CSS=0.817, Synergy_ZIP=1.28, Synergy_Bliss=2.56, Synergy_Loewe=-0.509, Synergy_HSA=-0.888. (3) Drug 1: CC1=CC2C(CCC3(C2CCC3(C(=O)C)OC(=O)C)C)C4(C1=CC(=O)CC4)C. Drug 2: CCN(CC)CCNC(=O)C1=C(NC(=C1C)C=C2C3=C(C=CC(=C3)F)NC2=O)C. Cell line: UO-31. Synergy scores: CSS=3.16, Synergy_ZIP=-1.75, Synergy_Bliss=-1.91, Synergy_Loewe=-4.30, Synergy_HSA=-0.940. (4) Synergy scores: CSS=6.79, Synergy_ZIP=-3.72, Synergy_Bliss=-5.56, Synergy_Loewe=-4.34, Synergy_HSA=-4.61. Cell line: OVCAR-8. Drug 1: CS(=O)(=O)OCCCCOS(=O)(=O)C. Drug 2: C1CN(P(=O)(OC1)NCCCl)CCCl. (5) Drug 1: CC1C(C(CC(O1)OC2CC(OC(C2O)C)OC3=CC4=CC5=C(C(=O)C(C(C5)C(C(=O)C(C(C)O)O)OC)OC6CC(C(C(O6)C)O)OC7CC(C(C(O7)C)O)OC8CC(C(C(O8)C)O)(C)O)C(=C4C(=C3C)O)O)O)O. Drug 2: CCCCCOC(=O)NC1=NC(=O)N(C=C1F)C2C(C(C(O2)C)O)O. Cell line: RXF 393. Synergy scores: CSS=12.5, Synergy_ZIP=0.222, Synergy_Bliss=-0.890, Synergy_Loewe=-0.599, Synergy_HSA=-0.359. (6) Drug 1: C1=CC(=CC=C1CCC2=CNC3=C2C(=O)NC(=N3)N)C(=O)NC(CCC(=O)O)C(=O)O. Drug 2: CC1C(C(CC(O1)OC2CC(CC3=C2C(=C4C(=C3O)C(=O)C5=C(C4=O)C(=CC=C5)OC)O)(C(=O)C)O)N)O.Cl. Cell line: NCIH23. Synergy scores: CSS=9.59, Synergy_ZIP=-1.05, Synergy_Bliss=-2.11, Synergy_Loewe=-18.9, Synergy_HSA=-1.40. (7) Drug 1: CCCS(=O)(=O)NC1=C(C(=C(C=C1)F)C(=O)C2=CNC3=C2C=C(C=N3)C4=CC=C(C=C4)Cl)F. Drug 2: CC1C(C(CC(O1)OC2CC(CC3=C2C(=C4C(=C3O)C(=O)C5=C(C4=O)C(=CC=C5)OC)O)(C(=O)C)O)N)O.Cl. Cell line: OVCAR3. Synergy scores: CSS=44.8, Synergy_ZIP=6.16, Synergy_Bliss=12.3, Synergy_Loewe=5.79, Synergy_HSA=10.4. (8) Drug 1: CC12CCC3C(C1CCC2NC(=O)OCC(F)(F)F)CCC4C3(C=CC(=O)N4C)C. Drug 2: CC1=C(C(=CC=C1)Cl)NC(=O)C2=CN=C(S2)NC3=CC(=NC(=N3)C)N4CCN(CC4)CCO. Cell line: NCI-H460. Synergy scores: CSS=6.16, Synergy_ZIP=-3.87, Synergy_Bliss=-6.37, Synergy_Loewe=-1.83, Synergy_HSA=-1.76. (9) Drug 2: CN(C)C1=NC(=NC(=N1)N(C)C)N(C)C. Cell line: M14. Synergy scores: CSS=28.1, Synergy_ZIP=-2.88, Synergy_Bliss=6.16, Synergy_Loewe=-13.7, Synergy_HSA=2.94. Drug 1: CC1OCC2C(O1)C(C(C(O2)OC3C4COC(=O)C4C(C5=CC6=C(C=C35)OCO6)C7=CC(=C(C(=C7)OC)O)OC)O)O.